This data is from Full USPTO retrosynthesis dataset with 1.9M reactions from patents (1976-2016). The task is: Predict the reactants needed to synthesize the given product. (1) Given the product [C:5]1([C@H:11]([NH:13][C@@H:14]2[CH2:23][CH2:22][C:17]3([O:21][CH2:20][CH2:19][O:18]3)[CH2:16][C@@H:15]2[C:24]([O:26][CH2:27][CH3:28])=[O:25])[CH3:12])[CH:10]=[CH:9][CH:8]=[CH:7][CH:6]=1, predict the reactants needed to synthesize it. The reactants are: C(O)(=O)C.[C:5]1([C@H:11]([NH:13][C:14]2[CH2:23][CH2:22][C:17]3([O:21][CH2:20][CH2:19][O:18]3)[CH2:16][C:15]=2[C:24]([O:26][CH2:27][CH3:28])=[O:25])[CH3:12])[CH:10]=[CH:9][CH:8]=[CH:7][CH:6]=1. (2) Given the product [Cl:1][C:2]1[CH:3]=[CH:4][C:5]([O:18][CH2:19][C:20]2[CH:25]=[CH:24][CH:23]=[CH:22][CH:21]=2)=[C:6]([CH2:8][N:9]2[C:13]([CH3:14])=[CH:12][C:11]([C:15]([NH2:27])=[O:16])=[N:10]2)[CH:7]=1, predict the reactants needed to synthesize it. The reactants are: [Cl:1][C:2]1[CH:3]=[CH:4][C:5]([O:18][CH2:19][C:20]2[CH:25]=[CH:24][CH:23]=[CH:22][CH:21]=2)=[C:6]([CH2:8][N:9]2[C:13]([CH3:14])=[CH:12][C:11]([C:15](O)=[O:16])=[N:10]2)[CH:7]=1.C[N:27]1CCOCC1.CN(C)CCCN=C=NCC.N1([O-])C2C=CC=CC=2N=N1.[NH4+]. (3) Given the product [F:20][C:21]([F:34])([F:35])[C:22]1[CH:23]=[C:24]([NH:32][NH:33][C:10](=[O:12])[CH:9]([C:4]2[CH:5]=[CH:6][CH:7]=[CH:8][C:3]=2[F:2])[N:13]2[CH2:18][CH2:17][N:16]([CH3:19])[CH2:15][CH2:14]2)[CH:25]=[C:26]([C:28]([F:31])([F:29])[F:30])[CH:27]=1, predict the reactants needed to synthesize it. The reactants are: Cl.[F:2][C:3]1[CH:8]=[CH:7][CH:6]=[CH:5][C:4]=1[CH:9]([N:13]1[CH2:18][CH2:17][N:16]([CH3:19])[CH2:15][CH2:14]1)[C:10]([OH:12])=O.[F:20][C:21]([F:35])([F:34])[C:22]1[CH:23]=[C:24]([NH:32][NH2:33])[CH:25]=[C:26]([C:28]([F:31])([F:30])[F:29])[CH:27]=1.CN1CCOCC1.F[P-](F)(F)(F)(F)F.N1(O[P+](N(C)C)(N(C)C)N(C)C)C2C=CC=CC=2N=N1. (4) Given the product [CH2:29]([C:31]1[N:32]([C:2]2[N:10]=[C:9]3[C:5]([N:6]=[C:7]([CH2:12][N:13]4[CH2:18][CH2:17][C@H:16]([N:19]([CH3:20])[CH3:21])[C@H:15]([F:22])[CH2:14]4)[N:8]3[CH3:11])=[C:4]([N:23]3[CH2:28][CH2:27][O:26][CH2:25][CH2:24]3)[N:3]=2)[C:33]2[CH:39]=[CH:38][CH:37]=[CH:36][C:34]=2[N:35]=1)[CH3:30], predict the reactants needed to synthesize it. The reactants are: Cl[C:2]1[N:10]=[C:9]2[C:5]([N:6]=[C:7]([CH2:12][N:13]3[CH2:18][CH2:17][CH:16]([N:19]([CH3:21])[CH3:20])[CH:15]([F:22])[CH2:14]3)[N:8]2[CH3:11])=[C:4]([N:23]2[CH2:28][CH2:27][O:26][CH2:25][CH2:24]2)[N:3]=1.[CH2:29]([C:31]1[NH:32][C:33]2[CH:39]=[CH:38][CH:37]=[CH:36][C:34]=2[N:35]=1)[CH3:30].